The task is: Predict the product of the given reaction.. This data is from Forward reaction prediction with 1.9M reactions from USPTO patents (1976-2016). (1) Given the reactants [CH2:1]([N:4]1[C:8]2[CH:9]=[CH:10][C:11]3[C@@H:12]([OH:30])[C@H:13]([O:23][C:24](=[O:29])[C:25]([CH3:28])([CH3:27])[CH3:26])[C@@H:14]([C:17]4[CH:22]=[CH:21][CH:20]=[CH:19][CH:18]=4)[O:15][C:16]=3[C:7]=2[N:6]=[C:5]1[CH3:31])[CH:2]=[CH2:3].O([CH2:40][CH2:41][O:42][CH3:43])S(C(F)(F)F)(=O)=O, predict the reaction product. The product is: [CH2:1]([N:4]1[C:8]2[CH:9]=[CH:10][C:11]3[C@@H:12]([O:30][CH2:40][CH2:41][O:42][CH3:43])[C@H:13]([O:23][C:24](=[O:29])[C:25]([CH3:26])([CH3:27])[CH3:28])[C@@H:14]([C:17]4[CH:22]=[CH:21][CH:20]=[CH:19][CH:18]=4)[O:15][C:16]=3[C:7]=2[N:6]=[C:5]1[CH3:31])[CH:2]=[CH2:3]. (2) Given the reactants [CH3:1][N:2]1[CH2:7][CH2:6][C:5](=[C:8]2[C:14]3[CH:15]=[CH:16][CH:17]=[CH:18][C:13]=3[CH2:12][CH2:11][N:10]3[CH:19]=[CH:20][N:21]=[C:9]23)[CH2:4][CH2:3]1.[Cl:22]N1C(=O)CCC1=O, predict the reaction product. The product is: [Cl:22][C:19]1[N:10]2[C:9]([C:8](=[C:5]3[CH2:6][CH2:7][N:2]([CH3:1])[CH2:3][CH2:4]3)[C:14]3[CH:15]=[CH:16][CH:17]=[CH:18][C:13]=3[CH2:12][CH2:11]2)=[N:21][CH:20]=1. (3) Given the reactants Cl[C:2]1[C:3]([C:9]#[N:10])=[N:4][C:5]([Cl:8])=[CH:6][N:7]=1.[C:11]1([SH:17])[CH:16]=[CH:15][CH:14]=[CH:13][CH:12]=1.C(=O)([O-])[O-].[K+].[K+].Cl, predict the reaction product. The product is: [Cl:8][C:5]1[N:4]=[C:3]([C:9]#[N:10])[C:2]([S:17][C:11]2[CH:16]=[CH:15][CH:14]=[CH:13][CH:12]=2)=[N:7][CH:6]=1. (4) Given the reactants [Cl:1][C:2]1[C:3]([C:33]2[C:41]3[C:36](=[CH:37][CH:38]=[CH:39][CH:40]=3)[N:35]([S:42]([C:45]3[CH:50]=[CH:49][CH:48]=[CH:47][CH:46]=3)(=[O:44])=[O:43])[CH:34]=2)=[N:4][C:5]([NH:8][C@@H:9]2[CH2:14][CH2:13][CH2:12][C@H:11]([NH:15][C:16](=[O:32])[C:17]3[CH:22]=[CH:21][C:20]([N+:23]([O-])=O)=[CH:19][C:18]=3[N:26]3[CH2:31][CH2:30][O:29][CH2:28][CH2:27]3)[CH2:10]2)=[N:6][CH:7]=1.CO.C1COCC1.[BH4-].[Na+].CCOC(C)=O, predict the reaction product. The product is: [NH2:23][C:20]1[CH:21]=[CH:22][C:17]([C:16]([NH:15][C@H:11]2[CH2:12][CH2:13][CH2:14][C@@H:9]([NH:8][C:5]3[N:4]=[C:3]([C:33]4[C:41]5[C:36](=[CH:37][CH:38]=[CH:39][CH:40]=5)[N:35]([S:42]([C:45]5[CH:50]=[CH:49][CH:48]=[CH:47][CH:46]=5)(=[O:44])=[O:43])[CH:34]=4)[C:2]([Cl:1])=[CH:7][N:6]=3)[CH2:10]2)=[O:32])=[C:18]([N:26]2[CH2:31][CH2:30][O:29][CH2:28][CH2:27]2)[CH:19]=1. (5) Given the reactants CO[C:3]([C:5]1[N:6]=[CH:7][C:8]2[C:13]([C:14]=1[OH:15])=[CH:12][CH:11]=[C:10]([O:16][C:17]1[CH:22]=[CH:21][CH:20]=[CH:19][CH:18]=1)[CH:9]=2)=[O:4].[NH2:23][CH2:24][CH2:25][C:26]([OH:28])=[O:27].CO, predict the reaction product. The product is: [OH:15][C:14]1[C:13]2[C:8](=[CH:9][C:10]([O:16][C:17]3[CH:22]=[CH:21][CH:20]=[CH:19][CH:18]=3)=[CH:11][CH:12]=2)[CH:7]=[N:6][C:5]=1[C:3]([NH:23][CH2:24][CH2:25][C:26]([OH:28])=[O:27])=[O:4]. (6) Given the reactants [Cl:1][C:2]1[CH:3]=[CH:4][C:5]([CH:10]([CH3:12])[CH3:11])=[C:6]([CH:9]=1)[CH:7]=O.C([O-])(=O)C.[Na+].Cl.[NH2:19][OH:20], predict the reaction product. The product is: [Cl:1][C:2]1[CH:3]=[CH:4][C:5]([CH:10]([CH3:12])[CH3:11])=[C:6]([CH:7]=[N:19][OH:20])[CH:9]=1. (7) Given the reactants [NH:1]1[C:10]2[C:5](=[CH:6][CH:7]=[CH:8][CH:9]=2)[CH2:4][CH2:3][CH2:2]1.[Cl:11][CH2:12][CH2:13][CH2:14][C:15](Cl)=[O:16], predict the reaction product. The product is: [Cl:11][CH2:12][CH2:13][CH2:14][C:15]([N:1]1[C:10]2[C:5](=[CH:6][CH:7]=[CH:8][CH:9]=2)[CH2:4][CH2:3][CH2:2]1)=[O:16].